From a dataset of Catalyst prediction with 721,799 reactions and 888 catalyst types from USPTO. Predict which catalyst facilitates the given reaction. (1) Reactant: [C:1]([O:8][CH3:9])(=[O:7])/[CH:2]=[CH:3]/[C:4]([OH:6])=[O:5].Cl[CH2:11][C:12]([NH:14][CH2:15][CH2:16][CH2:17][C:18]([O:20]C(C)(C)C)=[O:19])=[O:13]. Product: [CH3:9][O:8][C:1](/[CH:2]=[CH:3]/[C:4]([O:6][CH2:11][C:12]([NH:14][CH2:15][CH2:16][CH2:17][C:18]([OH:20])=[O:19])=[O:13])=[O:5])=[O:7]. The catalyst class is: 37. (2) Reactant: [CH3:1][O:2][C:3]1[CH:4]=[C:5]([CH:9]=[CH:10][C:11]=1[O:12][CH3:13])[C:6](Cl)=[O:7].Cl.[C:15]1([C:21]2[C:35]3[C:30](=[CH:31][CH:32]=[CH:33][CH:34]=3)[O:29][C:23]3([CH2:28][CH2:27][NH:26][CH2:25][CH2:24]3)[CH:22]=2)[CH:20]=[CH:19][CH:18]=[CH:17][CH:16]=1.CCN(CC)CC. Product: [CH3:1][O:2][C:3]1[CH:4]=[C:5]([C:6]([N:26]2[CH2:27][CH2:28][C:23]3([CH:22]=[C:21]([C:15]4[CH:20]=[CH:19][CH:18]=[CH:17][CH:16]=4)[C:35]4[C:30](=[CH:31][CH:32]=[CH:33][CH:34]=4)[O:29]3)[CH2:24][CH2:25]2)=[O:7])[CH:9]=[CH:10][C:11]=1[O:12][CH3:13]. The catalyst class is: 2. (3) Reactant: [CH3:1][N:2]([C:11]1[CH:12]=[CH:13][CH:14]=[C:15]2[C:19]=1[NH:18][C:17]([C:20]1[S:21][CH:22]([CH2:25][CH:26]=O)[CH2:23][N:24]=1)=[CH:16]2)[S:3]([C:6]1[S:7][CH:8]=[CH:9][CH:10]=1)(=[O:5])=[O:4].[N:28]1[N:29]=[C:30]([NH2:33])[NH:31][CH:32]=1.C(O[BH-](OC(=O)C)OC(=O)C)(=O)C.[Na+].C(=O)([O-])O.[Na+]. Product: [CH3:1][N:2]([C:11]1[CH:12]=[CH:13][CH:14]=[C:15]2[C:19]=1[NH:18][C:17]([C:20]1[S:21][CH:22]([CH2:25][CH2:26][NH:33][C:30]3[NH:31][CH:32]=[N:28][N:29]=3)[CH2:23][N:24]=1)=[CH:16]2)[S:3]([C:6]1[S:7][CH:8]=[CH:9][CH:10]=1)(=[O:5])=[O:4]. The catalyst class is: 15. (4) Reactant: O[C:2]1[C:6]2[CH:7]=[CH:8][C:9]([O:11][CH3:12])=[CH:10][C:5]=2[O:4][N:3]=1.O=P(Cl)(Cl)Cl.[NH:18]1[CH2:23][CH2:22][NH:21][CH2:20][CH2:19]1. Product: [CH3:12][O:11][C:9]1[CH:8]=[CH:7][C:6]2[C:2]([N:18]3[CH2:23][CH2:22][NH:21][CH2:20][CH2:19]3)=[N:3][O:4][C:5]=2[CH:10]=1. The catalyst class is: 66. (5) Reactant: [CH:1]([NH:4][CH:5]([CH3:7])[CH3:6])([CH3:3])[CH3:2].Br[CH2:9][C:10]1[CH:15]=[CH:14][C:13]([CH2:16][CH2:17][NH:18][C:19]([C:21]2[CH:26]=[CH:25][C:24]([C:27]3[CH:32]=[CH:31][C:30]([Cl:33])=[CH:29][CH:28]=3)=[CH:23][CH:22]=2)=[O:20])=[CH:12][CH:11]=1.C([O-])([O-])=O.[K+].[K+]. Product: [CH:1]([N:4]([CH2:9][C:10]1[CH:11]=[CH:12][C:13]([CH2:16][CH2:17][NH:18][C:19]([C:21]2[CH:26]=[CH:25][C:24]([C:27]3[CH:28]=[CH:29][C:30]([Cl:33])=[CH:31][CH:32]=3)=[CH:23][CH:22]=2)=[O:20])=[CH:14][CH:15]=1)[CH:5]([CH3:7])[CH3:6])([CH3:3])[CH3:2]. The catalyst class is: 291. (6) Reactant: [F:1][C:2]1[CH:7]=[CH:6][C:5]([C@@H:8]([O:37][Si:38]([CH3:44])([CH3:43])[C:39]([CH3:42])([CH3:41])[CH3:40])[CH2:9][S:10][C@@H:11]2[C@@H:14]([C:15]3[CH:20]=[CH:19][C:18]([O:21][Si:22]([CH3:28])([CH3:27])[C:23]([CH3:26])([CH3:25])[CH3:24])=[CH:17][CH:16]=3)[N:13]([C:29]3[CH:34]=[CH:33][C:32](I)=[CH:31][CH:30]=3)[C:12]2=[O:36])=[CH:4][CH:3]=1.[N:45]1[CH:50]=[CH:49][CH:48]=[C:47](B(O)O)[CH:46]=1.C(=O)([O-])[O-].[K+].[K+]. Product: [F:1][C:2]1[CH:7]=[CH:6][C:5]([C@@H:8]([O:37][Si:38]([CH3:44])([CH3:43])[C:39]([CH3:42])([CH3:41])[CH3:40])[CH2:9][S:10][C@@H:11]2[C@@H:14]([C:15]3[CH:20]=[CH:19][C:18]([O:21][Si:22]([CH3:28])([CH3:27])[C:23]([CH3:26])([CH3:25])[CH3:24])=[CH:17][CH:16]=3)[N:13]([C:29]3[CH:34]=[CH:33][C:32]([C:47]4[CH:46]=[N:45][CH:50]=[CH:49][CH:48]=4)=[CH:31][CH:30]=3)[C:12]2=[O:36])=[CH:4][CH:3]=1. The catalyst class is: 335. (7) Reactant: [NH2:1][C:2]1[CH:11]=[CH:10][C:9]2[N:8]3[CH:12]=[CH:13][N:14]=[C:7]3[CH2:6][O:5][C:4]=2[C:3]=1[C:15]([O:17][CH3:18])=[O:16].[Br:19][C:20]1[CH:25]=[C:24]([F:26])[CH:23]=[CH:22][C:21]=1[S:27](Cl)(=[O:29])=[O:28]. Product: [Br:19][C:20]1[CH:25]=[C:24]([F:26])[CH:23]=[CH:22][C:21]=1[S:27]([NH:1][C:2]1[CH:11]=[CH:10][C:9]2[N:8]3[CH:12]=[CH:13][N:14]=[C:7]3[CH2:6][O:5][C:4]=2[C:3]=1[C:15]([O:17][CH3:18])=[O:16])(=[O:29])=[O:28]. The catalyst class is: 298. (8) The catalyst class is: 31. Reactant: CN(C(ON1N=NC2C=CC=NC1=2)=[N+](C)C)C.F[P-](F)(F)(F)(F)F.[C:25]([CH2:27][C:28]([OH:30])=O)#[N:26].[CH:31]1([NH:34][CH2:35][C:36]2[CH:41]=[CH:40][CH:39]=[C:38]([CH3:42])[C:37]=2[CH3:43])[CH2:33][CH2:32]1.CCN(C(C)C)C(C)C. Product: [C:25]([CH2:27][C:28]([N:34]([CH:31]1[CH2:33][CH2:32]1)[CH2:35][C:36]1[CH:41]=[CH:40][CH:39]=[C:38]([CH3:42])[C:37]=1[CH3:43])=[O:30])#[N:26]. (9) Reactant: [CH2:1]([O:6][C:7]1[CH:15]=[CH:14][C:10]([C:11]([OH:13])=[O:12])=[CH:9][CH:8]=1)[CH2:2][CH:3]([CH3:5])[CH3:4].C(Cl)(=O)C(Cl)=O.O[C:23]1[CH:58]=[CH:57][C:26]([CH2:27][N:28]([CH2:49][C:50]([O:52]C(C)(C)C)=[O:51])[C:29](=[O:48])[C:30]2[CH:35]=[CH:34][C:33]([NH:36][C:37](=[O:47])[CH2:38][C:39]3[CH:44]=[CH:43][C:42]([O:45][CH3:46])=[CH:41][CH:40]=3)=[CH:32][CH:31]=2)=[CH:25][CH:24]=1.C(O)(C(F)(F)F)=O. Product: [CH2:1]([O:6][C:7]1[CH:8]=[CH:9][C:10]([C:11]([O:13][C:23]2[CH:58]=[CH:57][C:26]([CH2:27][N:28]([CH2:49][C:50]([OH:52])=[O:51])[C:29](=[O:48])[C:30]3[CH:31]=[CH:32][C:33]([NH:36][C:37](=[O:47])[CH2:38][C:39]4[CH:44]=[CH:43][C:42]([O:45][CH3:46])=[CH:41][CH:40]=4)=[CH:34][CH:35]=3)=[CH:25][CH:24]=2)=[O:12])=[CH:14][CH:15]=1)[CH2:2][CH:3]([CH3:5])[CH3:4]. The catalyst class is: 59.